This data is from Antibody developability classification from SAbDab with 2,409 antibodies. The task is: Regression/Classification. Given an antibody's heavy chain and light chain sequences, predict its developability. TAP uses regression for 5 developability metrics; SAbDab uses binary classification. (1) The antibody is ['QVKLLESGAVLVKPGASVKLSCKTSGFTFSSSYINWLKQKPGQSLEWIAWIYAGSGGTVYNQHFTDKARLTVDTSSSTAYMQFSSLTTEDSAIYYCARYRYDEGFAYWGQGTLVTVSA', 'ELVMTQTPATLSVTPGDSVSLSCRASQSVSNKLHWYQQKSHESPRLLIKFASQSIPGIPSRFSGSGSGSDFTLSINSVETEDFGIYFCHQTHGRPLTFGAGTKLELK']. Result: 0 (not developable). (2) The antibody is ['QVQLVQSGAEVKKPGSSVKVSCKASGYTFTSYWLHWVRQAPGQGLEWIGYINPRNDYTEYNQNFKDKATITADESTNTAYMELSSLRSEDTAFYFCARRDITTFYWGQGTTVTVSS', 'DIQLTQSPSSLSASVGDRVTMSCKSSQSVLYSANHKNYLAWYQQKPGKAPKLLIYWASTRESGVPSRFSGSGSGTDFTLTISSLQPEDIATYYCHQYLSSWTFGGGTKLEIK']. Result: 1 (developable).